Dataset: Full USPTO retrosynthesis dataset with 1.9M reactions from patents (1976-2016). Task: Predict the reactants needed to synthesize the given product. (1) Given the product [CH3:1][O:2][C:3](=[O:25])[CH2:4][C:5]1[CH:10]=[C:9]([Br:11])[C:8]([O:12][C:13]2[CH:14]=[C:15]([CH:21]([CH3:23])[CH3:22])[C:16]([O:19][CH3:20])=[CH:17][C:18]=2[C:32](=[O:33])[C:27]2[CH:28]=[CH:29][CH:30]=[CH:31][C:26]=2[CH3:35])=[C:7]([Br:24])[CH:6]=1, predict the reactants needed to synthesize it. The reactants are: [CH3:1][O:2][C:3](=[O:25])[CH2:4][C:5]1[CH:10]=[C:9]([Br:11])[C:8]([O:12][C:13]2[CH:18]=[CH:17][C:16]([O:19][CH3:20])=[C:15]([CH:21]([CH3:23])[CH3:22])[CH:14]=2)=[C:7]([Br:24])[CH:6]=1.[C:26]1([CH3:35])[C:27]([C:32](Cl)=[O:33])=[CH:28][CH:29]=[CH:30][CH:31]=1. (2) Given the product [C:1]([CH2:5][C@@H:6]1[C:12](=[O:13])[N:11]([CH3:14])[CH2:10][C:9]2[CH:15]=[C:16]([C:19]([N:33]([CH3:34])[CH2:32][C:24]3[N:23]([CH3:22])[C:31]4[C:26]([CH:25]=3)=[CH:27][CH:28]=[CH:29][CH:30]=4)=[O:21])[CH:17]=[CH:18][C:8]=2[NH:7]1)([O:3][CH3:4])=[O:2], predict the reactants needed to synthesize it. The reactants are: [C:1]([CH2:5][C@@H:6]1[C:12](=[O:13])[N:11]([CH3:14])[CH2:10][C:9]2[CH:15]=[C:16]([C:19]([OH:21])=O)[CH:17]=[CH:18][C:8]=2[NH:7]1)([O:3][CH3:4])=[O:2].[CH3:22][N:23]1[C:31]2[C:26](=[CH:27][CH:28]=[CH:29][CH:30]=2)[CH:25]=[C:24]1[CH2:32][NH:33][CH3:34].C1C=CC2N(O)N=NC=2C=1.CCN(C(C)C)C(C)C.C(Cl)CCl. (3) The reactants are: CO[CH:3](OC)[N:4]([CH3:6])[CH3:5].[Cl:9][C:10]1[CH:15]=[CH:14][C:13]([C:16](=[O:24])[C:17]2[CH:22]=[CH:21][C:20]([OH:23])=[CH:19][CH:18]=2)=[CH:12][C:11]=1[S:25]([NH2:28])(=[O:27])=[O:26]. Given the product [Cl:9][C:10]1[CH:15]=[CH:14][C:13]([C:16](=[O:24])[C:17]2[CH:18]=[CH:19][C:20]([OH:23])=[CH:21][CH:22]=2)=[CH:12][C:11]=1[S:25]([N:28]=[CH:3][N:4]([CH3:5])[CH3:6])(=[O:27])=[O:26], predict the reactants needed to synthesize it.